This data is from Catalyst prediction with 721,799 reactions and 888 catalyst types from USPTO. The task is: Predict which catalyst facilitates the given reaction. (1) Reactant: Cl.[C:2]([C:6]1[O:10][N:9]=[C:8]([NH:11][C:12](=[O:35])[NH:13][C:14]2[CH:19]=[CH:18][C:17]([NH:20][C:21](=[O:34])[C:22]3[CH:27]=[CH:26][C:25]([O:28][CH:29]4[CH2:33][CH2:32][NH:31][CH2:30]4)=[CH:24][N:23]=3)=[CH:16][CH:15]=2)[CH:7]=1)([CH3:5])([CH3:4])[CH3:3].[CH3:36][S:37]([CH:40]=[CH2:41])(=[O:39])=[O:38]. Product: [C:2]([C:6]1[O:10][N:9]=[C:8]([NH:11][C:12](=[O:35])[NH:13][C:14]2[CH:19]=[CH:18][C:17]([NH:20][C:21](=[O:34])[C:22]3[CH:27]=[CH:26][C:25]([O:28][CH:29]4[CH2:33][CH2:32][N:31]([CH2:41][CH2:40][S:37]([CH3:36])(=[O:39])=[O:38])[CH2:30]4)=[CH:24][N:23]=3)=[CH:16][CH:15]=2)[CH:7]=1)([CH3:5])([CH3:3])[CH3:4]. The catalyst class is: 1. (2) Reactant: [CH3:1][O:2][C:3]1[C:8]([CH3:9])=[CH:7][C:6]([CH3:10])=[CH:5][C:4]=1[S:11]([NH:14][C:15]1[C:20]([CH3:21])=[CH:19][C:18]([CH3:22])=[C:17]([N:23]2[CH2:28][CH2:27][CH2:26][CH2:25][CH2:24]2)[C:16]=1[CH3:29])(=[O:13])=[O:12].[H-].[Na+].Cl.[CH3:33][N:34]([CH3:38])[CH2:35][CH2:36]Cl.[O-][Si]([O-])=O.[Mg+2]. Product: [CH3:33][N:34]([CH3:38])[CH2:35][CH2:36][N:14]([C:15]1[C:20]([CH3:21])=[CH:19][C:18]([CH3:22])=[C:17]([N:23]2[CH2:24][CH2:25][CH2:26][CH2:27][CH2:28]2)[C:16]=1[CH3:29])[S:11]([C:4]1[CH:5]=[C:6]([CH3:10])[CH:7]=[C:8]([CH3:9])[C:3]=1[O:2][CH3:1])(=[O:12])=[O:13]. The catalyst class is: 3. (3) Reactant: [N:1]([C:4]([O:6][CH2:7][CH3:8])=[O:5])=[C:2]=[S:3].[C:9]1([N:15]2[CH2:20][CH2:19][NH:18][CH2:17][CH2:16]2)[CH:14]=[CH:13][CH:12]=[CH:11][CH:10]=1. Product: [C:9]1([N:15]2[CH2:20][CH2:19][N:18]([C:2]([NH:1][C:4](=[O:5])[O:6][CH2:7][CH3:8])=[S:3])[CH2:17][CH2:16]2)[CH:14]=[CH:13][CH:12]=[CH:11][CH:10]=1. The catalyst class is: 21. (4) Reactant: [CH3:1][C:2]1[CH:3]=[C:4]([CH:10]=[CH:11][C:12]=1[C:13]#[C:14][Si](CC)(CC)CC)[C:5]([O:7][CH2:8][CH3:9])=[O:6].CCCC[N+](CCCC)(CCCC)CCCC.[F-]. Product: [C:13]([C:12]1[CH:11]=[CH:10][C:4]([C:5]([O:7][CH2:8][CH3:9])=[O:6])=[CH:3][C:2]=1[CH3:1])#[CH:14]. The catalyst class is: 1. (5) Reactant: [CH3:1][S:2]([NH:5][CH:6]1[CH2:11][CH2:10][N:9](C(OCCCC)=O)[CH2:8][CH2:7]1)(=[O:4])=[O:3].[ClH:19]. Product: [ClH:19].[NH:9]1[CH2:8][CH2:7][CH:6]([NH:5][S:2]([CH3:1])(=[O:3])=[O:4])[CH2:11][CH2:10]1. The catalyst class is: 98. (6) Reactant: [CH3:1][O:2][CH:3]1[C:8]([C:9]2[C:17]3[C:12](=[CH:13][CH:14]=[CH:15][CH:16]=3)[NH:11][CH:10]=2)=[CH:7][CH2:6][CH2:5][CH2:4]1. Product: [CH3:1][O:2][CH:3]1[CH2:4][CH2:5][CH2:6][CH2:7][CH:8]1[C:9]1[C:17]2[C:12](=[CH:13][CH:14]=[CH:15][CH:16]=2)[NH:11][CH:10]=1. The catalyst class is: 99. (7) Reactant: [NH:1]([C:15]([O:17][CH2:18][C:19]1[CH:24]=[CH:23][CH:22]=[CH:21][CH:20]=1)=[O:16])[C@H:2]([C:12]([OH:14])=O)[CH2:3][CH2:4][C:5](=[O:11])[O:6][C:7]([CH3:10])([CH3:9])[CH3:8].CCN=C=NC[CH2:31][CH2:32][N:33]([CH3:35])[CH3:34].Cl.C1C=[C:41]2[N:43]=NN(O)C2=CC=1.[OH2:47].CCN(C(C)C)C(C)C.C(Cl)Cl.[CH2:60]1[CH2:64][O:63][CH2:62][CH2:61]1. Product: [CH2:62]([O:63][C:35]([N:33]1[CH2:32][CH2:31][N:43]([C:12](=[O:14])[C@@H:2]([NH:1][C:15]([O:17][CH2:18][C:19]2[CH:24]=[CH:23][CH:22]=[CH:21][CH:20]=2)=[O:16])[CH2:3][CH2:4][C:5]([O:6][C:7]([CH3:8])([CH3:9])[CH3:10])=[O:11])[CH2:41][CH2:34]1)=[O:47])[CH2:61][CH2:60][CH3:64]. The catalyst class is: 232. (8) Reactant: C(OC([NH:8][C:9]1[S:13][C:12]([C:14]([N:16]([CH3:29])[CH2:17][CH2:18][CH2:19][N:20]([CH3:28])[C:21](=[O:27])[O:22][C:23]([CH3:26])([CH3:25])[CH3:24])=[O:15])=[C:11]([CH3:30])[CH:10]=1)=O)(C)(C)C.FC(F)(F)C(O)=O.C(N(CC)CC)C.C(OC(OC(C)(C)C)=O)(OC(C)(C)C)=O. Product: [NH2:8][C:9]1[S:13][C:12]([C:14]([N:16]([CH3:29])[CH2:17][CH2:18][CH2:19][N:20]([CH3:28])[C:21](=[O:27])[O:22][C:23]([CH3:26])([CH3:24])[CH3:25])=[O:15])=[C:11]([CH3:30])[CH:10]=1. The catalyst class is: 2. (9) Reactant: C[O:2][C:3](=[O:30])[C:4]1[CH:9]=[CH:8][C:7]([CH:10]([O:13][C:14]2[CH:19]=[CH:18][C:17]([C:20]3[CH:25]=[CH:24][C:23]([C:26]([F:29])([F:28])[F:27])=[CH:22][CH:21]=3)=[CH:16][CH:15]=2)[CH2:11][CH3:12])=[CH:6][CH:5]=1.[OH-].[Na+]. Product: [F:27][C:26]([F:28])([F:29])[C:23]1[CH:22]=[CH:21][C:20]([C:17]2[CH:16]=[CH:15][C:14]([O:13][CH:10]([C:7]3[CH:6]=[CH:5][C:4]([C:3]([OH:30])=[O:2])=[CH:9][CH:8]=3)[CH2:11][CH3:12])=[CH:19][CH:18]=2)=[CH:25][CH:24]=1. The catalyst class is: 8.